Dataset: TCR-epitope binding with 47,182 pairs between 192 epitopes and 23,139 TCRs. Task: Binary Classification. Given a T-cell receptor sequence (or CDR3 region) and an epitope sequence, predict whether binding occurs between them. (1) The epitope is GTSGSPIINR. The TCR CDR3 sequence is CASSGGHGNIQYF. Result: 1 (the TCR binds to the epitope). (2) Result: 1 (the TCR binds to the epitope). The epitope is KRWIILGLNK. The TCR CDR3 sequence is CASSPRSLSYEQYF. (3) The epitope is ILHCANFNV. The TCR CDR3 sequence is CASSLIEGATEAFF. Result: 1 (the TCR binds to the epitope). (4) The epitope is ELAGIGILTV. The TCR CDR3 sequence is CSAGGARHEQYF. Result: 1 (the TCR binds to the epitope). (5) The epitope is VLAWLYAAV. The TCR CDR3 sequence is CASSGGYEHNEQFF. Result: 0 (the TCR does not bind to the epitope). (6) The TCR CDR3 sequence is CASSFDTGGYEQYF. The epitope is ARMILMTHF. Result: 1 (the TCR binds to the epitope).